Dataset: Experimentally validated miRNA-target interactions with 360,000+ pairs, plus equal number of negative samples. Task: Binary Classification. Given a miRNA mature sequence and a target amino acid sequence, predict their likelihood of interaction. (1) The miRNA is rno-let-7c-5p with sequence UGAGGUAGUAGGUUGUAUGGUU. The protein sequence of the target gene is MNHQQQQQQQQKAGEQQLSEPEDMEMEAGDTDDPPRITQNPVINGNVTLSDGHSNAEEDMEDDTSWRSEATFQFTVERFSRLSESVLSPPCFVRNLPWKIMVMPRFYPDRPHQKSVGFFLQCNAESDSTSWSCHAQAVLKIINYRDDDKSFSRRISHLFFHEENDWGFSNFMAWSEVTDPEKGFIDDDKVTFEVFVQADAPHGVAWDSKKHTGYVGLKNQGATCYMNSLLQTLFFTNQLRKAVYMMPTEGDDSSKSVPLALQRVFYELQHSDKPVGTKKLTKSFGWETLDSFMQHDVQEL.... Result: 0 (no interaction). (2) The miRNA is hsa-miR-3689f with sequence UGUGAUAUCGUGCUUCCUGGGA. Result: 0 (no interaction). The protein sequence of the target gene is MSSSFFNPSFAFSSHFDPDGAPLSELSWPSSLAVVAVSFSGLFAVIVLMLACLCCKKGGIGFKEFENAEGDEYAADLAQGSPATAAQNGPDVYVLPLTEVSLPMAKQPGRSVQLLKSTDVGRHSLLYLKEIGRGWFGKVFLGEVNSGISSAQVVVKELQASASVQEQMQFLEEVQPYRALKHSNLLQCLAQCAEVTPYLLVMEFCPLGDLKGYLRSCRVAESMAPDPRTLQRMACEVACGVLHLHRNNFVHSDLALRNCLLTADLTVKIGDYGLAHCKYREDYFVTADQLWVPLRWIAPE.... (3) The miRNA is hsa-miR-1199-3p with sequence UGCGGCCGGUGCUCAACCUGC. The protein sequence of the target gene is MYRDYGEPGPSSGAGSPYGRPAQPPQAQAQTAQQQKFHLVPSIDSSSQELHWMVQPHFLGPTGYPRPLAYPQYSPPQPRPGVIRALGPPPGVRRRPCEQISPEEEERRRVRRERNKLAAAKCRNRRKELTDFLQAETDKLEDEKSGLQREIEELQKQKERLELVLEAHRPICKIPEGDKKDPGGSGSTSGASSPPAPGRPVPCISLSPGPVLEPEALHTPTLMTTPSLTPFTPSLVFTYPSTPEPCSSAHRKSSSSSGDPSSDPLGSPTLLAL. Result: 0 (no interaction). (4) The miRNA is hsa-miR-6730-5p with sequence AGAAAGGUGGAGGGGUUGUCAGA. The protein sequence of the target gene is MGFLQLLVVAVLASEHRVAGAAEVFGNSSEGLIEFSVGKFRYFELNRPFPEEAILHDISSNVTFLIFQIHSQYQNTTVSFSPTLLSNSSETGTASGLVFILRPEQSTCTWYLGTSGIQPVQNMAILLSYSERDPVPGGCNLEFDLDIDPNIYLEYNFFETTIKFAPANLGYARGVDPPPCDAGTDQDSRWRLQYDVYQYFLPENDLTEEMLLKHLQRMVSVPQVKASALKVVTLTANDKTSVSFSSLPGQGVIYNVIVWDPFLNTSAAYIPAHTYACSFEAGEGSCASLGRVSSKVFFTL.... Result: 0 (no interaction).